From a dataset of Reaction yield outcomes from USPTO patents with 853,638 reactions. Predict the reaction yield, written as a fraction of the theoretical maximum amount of product (1.0 means a 100% yield; for example, 0.34 means a 34% yield). The reactants are [C:1]([C:3]1[C:4]([C:15]2[CH:20]=[CH:19][C:18]([Cl:21])=[CH:17][C:16]=2[Cl:22])=[C:5]([C:12]([NH2:14])=[O:13])[S:6][C:7]=1S(C)(=O)=O)#[N:2].[OH:23][CH2:24][CH:25]1[O:30][CH2:29][CH2:28][NH:27][CH2:26]1. No catalyst specified. The product is [C:1]([C:3]1[C:4]([C:15]2[CH:20]=[CH:19][C:18]([Cl:21])=[CH:17][C:16]=2[Cl:22])=[C:5]([C:12]([NH2:14])=[O:13])[S:6][C:7]=1[N:27]1[CH2:28][CH2:29][O:30][CH:25]([CH2:24][OH:23])[CH2:26]1)#[N:2]. The yield is 0.660.